From a dataset of Reaction yield outcomes from USPTO patents with 853,638 reactions. Predict the reaction yield, written as a fraction of the theoretical maximum amount of product (1.0 means a 100% yield; for example, 0.34 means a 34% yield). (1) The reactants are [CH:1]([C:4]1[CH:9]=[CH:8][CH:7]=[CH:6][C:5]=1[N:10]=[C:11]1[NH:15][CH2:14][CH2:13][S:12]1)([CH3:3])[CH3:2].[C:16](=[S:18])=[S:17].[H-].[Na+].[CH3:21]I. The catalyst is O.CN(C)C=O. The product is [CH:1]([C:4]1[CH:9]=[CH:8][CH:7]=[CH:6][C:5]=1[N:10]=[C:11]1[N:15]([C:16]([S:18][CH3:21])=[S:17])[CH2:14][CH2:13][S:12]1)([CH3:3])[CH3:2]. The yield is 0.450. (2) The reactants are [C:1]([OH:14])(=[O:13])[C:2]1([CH2:12][CH2:11][CH:7]([C:8]([OH:10])=O)[C:4]1([CH3:6])[CH3:5])[CH3:3].P(Cl)(Cl)(Cl)(Cl)Cl.[C:21]([N:25]1[CH:29]=[C:28]([CH2:30][CH2:31][CH2:32][CH3:33])[C:27](=[NH:34])[S:26]1)([CH3:24])([CH3:23])[CH3:22].[CH2:35](N(CC)CC)C. The catalyst is CCCCCC.O1CCCC1.C(OC(=O)C)C.CO. The product is [CH2:30]([C:28]1=[CH:29][N:25]([C:21]([CH3:24])([CH3:23])[CH3:22])[S:26]/[C:27]/1=[N:34]\[C:8]([C@H:7]1[CH2:11][CH2:12][C@@:2]([CH3:3])([C:1]([O:14][CH3:35])=[O:13])[C:4]1([CH3:5])[CH3:6])=[O:10])[CH2:31][CH2:32][CH3:33]. The yield is 0.420. (3) The reactants are Cl.[CH3:2][NH:3][CH3:4].[C-]#N.[K+].[CH3:8][NH:9]C.[CH2:11]([N:18]1[CH2:23][CH2:22][C:21](=O)[CH2:20][CH2:19]1)[C:12]1[CH:17]=[CH:16][CH:15]=[CH:14][CH:13]=1.Cl. The catalyst is O.CO.CCOC(C)=O.CCCCCC. The product is [CH2:11]([N:18]1[CH2:23][CH2:22][C:21]([N:3]([CH3:4])[CH3:2])([C:8]#[N:9])[CH2:20][CH2:19]1)[C:12]1[CH:17]=[CH:16][CH:15]=[CH:14][CH:13]=1. The yield is 0.850. (4) The catalyst is C(Cl)Cl. The yield is 0.800. The product is [ClH:28].[F:1][C:2]1[CH:3]=[CH:4][C:5]([C:8]2[N:13]=[CH:12][C:11]([NH:14][C:15]([NH:17][CH2:18][CH2:19][CH2:20][CH2:21][N:22]3[CH2:23][CH2:24][CH2:25][CH2:26][CH2:27]3)=[O:16])=[CH:10][CH:9]=2)=[CH:6][CH:7]=1. The reactants are [F:1][C:2]1[CH:7]=[CH:6][C:5]([C:8]2[N:13]=[CH:12][C:11]([NH:14][C:15]([NH:17][CH2:18][CH2:19][CH2:20][CH2:21][N:22]3[CH2:27][CH2:26][CH2:25][CH2:24][CH2:23]3)=[O:16])=[CH:10][CH:9]=2)=[CH:4][CH:3]=1.[ClH:28]. (5) The reactants are [C:1]([O:5][C:6](=[O:20])[C:7]1[CH:12]=[C:11]([S:13]([CH:16]2[CH2:18][CH2:17]2)(=[O:15])=[O:14])[N:10]=[C:9](Cl)[CH:8]=1)([CH3:4])([CH3:3])[CH3:2].C1(P(C2C=CC=CC=2)C2C=CC3C(=CC=CC=3)C=2C2C3C(=CC=CC=3)C=CC=2P(C2C=CC=CC=2)C2C=CC=CC=2)C=CC=CC=1.C(=O)([O-])[O-].[Cs+].[Cs+].[C@@H:73]([NH2:77])([CH2:75][CH3:76])C. The catalyst is C1(C)C=CC=CC=1.C([O-])(=O)C.[Pd+2].C([O-])(=O)C. The product is [C:1]([O:5][C:6](=[O:20])[C:7]1[CH:12]=[C:11]([S:13]([CH:16]2[CH2:18][CH2:17]2)(=[O:15])=[O:14])[N:10]=[C:9]([NH:77][CH:73]2[CH2:76][CH2:75]2)[CH:8]=1)([CH3:4])([CH3:3])[CH3:2]. The yield is 0.590.